From a dataset of Full USPTO retrosynthesis dataset with 1.9M reactions from patents (1976-2016). Predict the reactants needed to synthesize the given product. (1) The reactants are: [F:1][C:2]1[CH:7]=[CH:6][C:5]([C:8]2[CH:13]=[CH:12][N:11]=[CH:10][C:9]=2/[CH:14]=[CH:15]/[C:16]([OH:18])=O)=[CH:4][CH:3]=1.[O:19]1[CH:23]=[N:22][N:21]=[C:20]1[CH2:24][CH2:25][C:26]1[CH:32]=[CH:31][C:29]([NH2:30])=[CH:28][CH:27]=1.C(N(CC)CC)C.O=C1N(P(Cl)(N2CCOC2=O)=O)CCO1. Given the product [F:1][C:2]1[CH:3]=[CH:4][C:5]([C:8]2[CH:13]=[CH:12][N:11]=[CH:10][C:9]=2/[CH:14]=[CH:15]/[C:16]([NH:30][C:29]2[CH:31]=[CH:32][C:26]([CH2:25][CH2:24][C:20]3[O:19][CH:23]=[N:22][N:21]=3)=[CH:27][CH:28]=2)=[O:18])=[CH:6][CH:7]=1, predict the reactants needed to synthesize it. (2) Given the product [F:26][CH:9]([F:25])[C:10](=[O:24])[CH2:11][C:12]([CH3:13])([C:15]1[CH:20]=[C:19]([F:21])[CH:18]=[CH:17][C:16]=1[O:22][CH3:23])[CH3:14], predict the reactants needed to synthesize it. The reactants are: C(OP([C:9]([F:26])([F:25])[C:10](=[O:24])[CH2:11][C:12]([C:15]1[CH:20]=[C:19]([F:21])[CH:18]=[CH:17][C:16]=1[O:22][CH3:23])([CH3:14])[CH3:13])(=O)OCC)C.[OH-].[Na+]. (3) Given the product [Cl:1][C:2]1[CH:10]=[C:9]2[C:5]([C:6]([C:16]([OH:21])=[O:22])=[CH:7][N:8]2[CH2:11][CH2:12][CH:13]([CH3:14])[CH3:15])=[CH:4][CH:3]=1, predict the reactants needed to synthesize it. The reactants are: [Cl:1][C:2]1[CH:10]=[C:9]2[C:5]([C:6]([C:16](=[O:21])C(F)(F)F)=[CH:7][N:8]2[CH2:11][CH2:12][CH:13]([CH3:15])[CH3:14])=[CH:4][CH:3]=1.[OH-:22].[Na+]. (4) Given the product [Cl:16][CH2:17][C:18]1[N:11]=[C:9](/[CH:8]=[CH:7]/[C:6]2[CH:5]=[CH:4][C:3]([C:2]([F:14])([F:15])[F:1])=[CH:13][CH:12]=2)[O:10][CH:20]=1, predict the reactants needed to synthesize it. The reactants are: [F:1][C:2]([F:15])([F:14])[C:3]1[CH:13]=[CH:12][C:6]([CH:7]=[CH:8][C:9]([NH2:11])=[O:10])=[CH:5][CH:4]=1.[Cl:16][CH2:17][C:18]([CH2:20]Cl)=O.C1(C)C=CC=CC=1. (5) The reactants are: CS(O[CH:6]([C:8]1[CH:13]=[C:12]([N:14]([CH2:23][O:24][CH2:25][CH2:26][Si:27]([CH3:30])([CH3:29])[CH3:28])[CH2:15][O:16][CH2:17][CH2:18][Si:19]([CH3:22])([CH3:21])[CH3:20])[N:11]2[N:31]=[CH:32][C:33]([C:34]3[CH:35]=[N:36][C:37]4[C:42]([CH:43]=3)=[CH:41][C:40]([F:44])=[CH:39][CH:38]=4)=[C:10]2[N:9]=1)[CH3:7])(=O)=O.C(N(CC)C(C)C)(C)C.[N-:54]=[N+:55]=[N-:56].[Na+]. Given the product [N:54]([CH:6]([C:8]1[CH:13]=[C:12]([N:14]([CH2:23][O:24][CH2:25][CH2:26][Si:27]([CH3:29])([CH3:28])[CH3:30])[CH2:15][O:16][CH2:17][CH2:18][Si:19]([CH3:20])([CH3:21])[CH3:22])[N:11]2[N:31]=[CH:32][C:33]([C:34]3[CH:35]=[N:36][C:37]4[C:42]([CH:43]=3)=[CH:41][C:40]([F:44])=[CH:39][CH:38]=4)=[C:10]2[N:9]=1)[CH3:7])=[N+:55]=[N-:56], predict the reactants needed to synthesize it. (6) Given the product [CH3:31][NH:30][C:28](=[O:29])[C:27]1[CH:32]=[CH:33][C:24]([N:16]2[CH2:15][CH2:14][N:13]([CH2:12][C:10]3[CH:9]=[C:8]([CH2:19][CH2:20][CH3:21])[C:6]4[O:7][CH:2]([CH3:1])[C:3](=[O:22])[NH:4][C:5]=4[CH:11]=3)[CH2:18][CH2:17]2)=[CH:25][CH:26]=1, predict the reactants needed to synthesize it. The reactants are: [CH3:1][CH:2]1[O:7][C:6]2[C:8]([CH2:19][CH2:20][CH3:21])=[CH:9][C:10]([CH2:12][N:13]3[CH2:18][CH2:17][NH:16][CH2:15][CH2:14]3)=[CH:11][C:5]=2[NH:4][C:3]1=[O:22].F[C:24]1[CH:33]=[CH:32][C:27]([C:28]([NH:30][CH3:31])=[O:29])=[CH:26][CH:25]=1.C1CCN2C(=NCCC2)CC1.C([O-])([O-])=O.[K+].[K+]. (7) Given the product [Br:14][C:3]1[CH:7]=[CH:8][CH:9]=[C:10]([N+:11]([O-:13])=[O:12])[C:2]=1[Cl:1], predict the reactants needed to synthesize it. The reactants are: [Cl:1][C:2]1[C:10]([N+:11]([O-:13])=[O:12])=[CH:9][CH:8]=[CH:7][C:3]=1C(O)=O.[Br:14]Br. (8) Given the product [F:30][C:24]1[CH:23]=[C:22]([F:31])[C:21]([CH:1]=[CH2:2])=[CH:26][C:25]=1[N+:27]([O-:29])=[O:28], predict the reactants needed to synthesize it. The reactants are: [CH:1]1C=CC(P(C2C=CC=CC=2)C2C=CC=CC=2)=C[CH:2]=1.Br[C:21]1[CH:26]=[C:25]([N+:27]([O-:29])=[O:28])[C:24]([F:30])=[CH:23][C:22]=1[F:31].C([Sn](CCCC)(CCCC)C=C)CCC.[F-].[Na+]. (9) Given the product [Cl:1][C:2]1[CH:3]=[C:4]([C:9]2([C:26]([F:28])([F:27])[F:29])[O:13][N:12]=[C:11]([C:14]3[C:23]4[C:18](=[CH:19][CH:20]=[CH:21][CH:22]=4)[C:17]([CH2:24][NH:35][C:33]([CH:30]4[CH2:32][CH2:31]4)=[O:34])=[CH:16][CH:15]=3)[CH2:10]2)[CH:5]=[C:6]([Cl:8])[CH:7]=1, predict the reactants needed to synthesize it. The reactants are: [Cl:1][C:2]1[CH:3]=[C:4]([C:9]2([C:26]([F:29])([F:28])[F:27])[O:13][N:12]=[C:11]([C:14]3[C:23]4[C:18](=[CH:19][CH:20]=[CH:21][CH:22]=4)[C:17]([CH:24]=O)=[CH:16][CH:15]=3)[CH2:10]2)[CH:5]=[C:6]([Cl:8])[CH:7]=1.[CH:30]1([C:33]([NH2:35])=[O:34])[CH2:32][CH2:31]1.FC(F)(F)C(O)=O.C([SiH](CC)CC)C. (10) Given the product [Br:1][C:2]1[CH:3]=[C:4]([CH:5]=[CH:6][CH:7]=1)[O:8][CH:10]1[CH2:11][CH2:12][CH2:13][CH2:14][O:9]1, predict the reactants needed to synthesize it. The reactants are: [Br:1][C:2]1[CH:3]=[C:4]([OH:8])[CH:5]=[CH:6][CH:7]=1.[O:9]1[CH:14]=[CH:13][CH2:12][CH2:11][CH2:10]1.[OH-].[Na+].